From a dataset of TCR-epitope binding with 47,182 pairs between 192 epitopes and 23,139 TCRs. Binary Classification. Given a T-cell receptor sequence (or CDR3 region) and an epitope sequence, predict whether binding occurs between them. (1) The epitope is VTIAEILLI. The TCR CDR3 sequence is CASGGYEQYF. Result: 1 (the TCR binds to the epitope). (2) The epitope is NLVPMVATV. The TCR CDR3 sequence is CSAHEGLEQYF. Result: 0 (the TCR does not bind to the epitope).